From a dataset of Peptide-MHC class I binding affinity with 185,985 pairs from IEDB/IMGT. Regression. Given a peptide amino acid sequence and an MHC pseudo amino acid sequence, predict their binding affinity value. This is MHC class I binding data. (1) The peptide sequence is TTIGEWAFW. The MHC is HLA-A32:15 with pseudo-sequence HLA-A32:15. The binding affinity (normalized) is 0.695. (2) The peptide sequence is LVKTESWIL. The MHC is HLA-B27:05 with pseudo-sequence HLA-B27:05. The binding affinity (normalized) is 0.0847. (3) The peptide sequence is FFGPIGKL. The MHC is H-2-Db with pseudo-sequence H-2-Db. The binding affinity (normalized) is 0.